Regression. Given two drug SMILES strings and cell line genomic features, predict the synergy score measuring deviation from expected non-interaction effect. From a dataset of Merck oncology drug combination screen with 23,052 pairs across 39 cell lines. (1) Drug 1: O=P1(N(CCCl)CCCl)NCCCO1. Drug 2: O=C(O)C1(Cc2cccc(Nc3nccs3)n2)CCC(Oc2cccc(Cl)c2F)CC1. Cell line: COLO320DM. Synergy scores: synergy=8.46. (2) Drug 1: COC1=C2CC(C)CC(OC)C(O)C(C)C=C(C)C(OC(N)=O)C(OC)C=CC=C(C)C(=O)NC(=CC1=O)C2=O. Drug 2: Cn1c(=O)n(-c2ccc(C(C)(C)C#N)cc2)c2c3cc(-c4cnc5ccccc5c4)ccc3ncc21. Cell line: SW620. Synergy scores: synergy=1.70. (3) Drug 1: NC1(c2ccc(-c3nc4ccn5c(=O)[nH]nc5c4cc3-c3ccccc3)cc2)CCC1. Drug 2: C#Cc1cccc(Nc2ncnc3cc(OCCOC)c(OCCOC)cc23)c1. Cell line: CAOV3. Synergy scores: synergy=44.9. (4) Drug 1: CC(C)CC(NC(=O)C(Cc1ccccc1)NC(=O)c1cnccn1)B(O)O. Drug 2: CCC1(O)C(=O)OCc2c1cc1n(c2=O)Cc2cc3c(CN(C)C)c(O)ccc3nc2-1. Cell line: UWB1289. Synergy scores: synergy=-8.54. (5) Drug 1: O=C(O)C1(Cc2cccc(Nc3nccs3)n2)CCC(Oc2cccc(Cl)c2F)CC1. Drug 2: NC1CCCCC1N.O=C(O)C(=O)O.[Pt+2]. Cell line: HT144. Synergy scores: synergy=-8.40. (6) Drug 1: O=C(CCCCCCC(=O)Nc1ccccc1)NO. Drug 2: C#Cc1cccc(Nc2ncnc3cc(OCCOC)c(OCCOC)cc23)c1. Cell line: MSTO. Synergy scores: synergy=55.4. (7) Drug 2: COC1=C2CC(C)CC(OC)C(O)C(C)C=C(C)C(OC(N)=O)C(OC)C=CC=C(C)C(=O)NC(=CC1=O)C2=O. Cell line: OCUBM. Drug 1: N#Cc1ccc(Cn2cncc2CN2CCN(c3cccc(Cl)c3)C(=O)C2)cc1. Synergy scores: synergy=13.3.